This data is from TCR-epitope binding with 47,182 pairs between 192 epitopes and 23,139 TCRs. The task is: Binary Classification. Given a T-cell receptor sequence (or CDR3 region) and an epitope sequence, predict whether binding occurs between them. (1) The epitope is FPRPWLHGL. The TCR CDR3 sequence is CASSLGPDGYNEQFF. Result: 0 (the TCR does not bind to the epitope). (2) The epitope is IIKDYGKQM. The TCR CDR3 sequence is CASSIQRNYGYTF. Result: 0 (the TCR does not bind to the epitope).